Dataset: Full USPTO retrosynthesis dataset with 1.9M reactions from patents (1976-2016). Task: Predict the reactants needed to synthesize the given product. (1) The reactants are: C(N(CC)CC)C.Cl[C:9]1[N:17]=[C:16]2[C:12]([N:13]([CH2:25][O:26][CH2:27][CH2:28][Si:29]([CH3:32])([CH3:31])[CH3:30])[C:14](=[O:24])[N:15]2[CH:18]2[CH2:23][CH2:22][O:21][CH2:20][CH2:19]2)=[CH:11][N:10]=1.[C:33]([Si:35]([CH3:38])([CH3:37])[CH3:36])#[CH:34]. Given the product [O:21]1[CH2:22][CH2:23][CH:18]([N:15]2[C:14](=[O:24])[N:13]([CH2:25][O:26][CH2:27][CH2:28][Si:29]([CH3:32])([CH3:31])[CH3:30])[C:12]3[C:16]2=[N:17][C:9]([C:34]#[C:33][Si:35]([CH3:38])([CH3:37])[CH3:36])=[N:10][CH:11]=3)[CH2:19][CH2:20]1, predict the reactants needed to synthesize it. (2) Given the product [NH2:23][C:17]1[CH:16]=[C:15]2[C:20]([CH2:21][CH2:22][N:13]([C:11](=[O:12])[CH2:10][C@H:9]([NH:8][C:6]([O:5][C:1]([CH3:3])([CH3:2])[CH3:4])=[O:7])[CH2:26][C:27]3[CH:32]=[CH:31][CH:30]=[CH:29][C:28]=3[F:33])[CH2:14]2)=[CH:19][CH:18]=1, predict the reactants needed to synthesize it. The reactants are: [C:1]([O:5][C:6]([NH:8][C@H:9]([CH2:26][C:27]1[CH:32]=[CH:31][CH:30]=[CH:29][C:28]=1[F:33])[CH2:10][C:11]([N:13]1[CH2:22][CH2:21][C:20]2[C:15](=[CH:16][C:17]([N+:23]([O-])=O)=[CH:18][CH:19]=2)[CH2:14]1)=[O:12])=[O:7])([CH3:4])([CH3:3])[CH3:2].[H][H]. (3) Given the product [CH3:21][O:20][C:15]1[CH:16]=[CH:17][CH:18]=[CH:19][C:14]=1[CH2:13][NH:12][C:7]1[CH:6]=[CH:5][C:4]2[C:9](=[CH:10][CH:11]=[C:2]([NH:22][C:23]3[N:28]=[CH:27][CH:26]=[CH:25][N:24]=3)[CH:3]=2)[N:8]=1, predict the reactants needed to synthesize it. The reactants are: Br[C:2]1[CH:3]=[C:4]2[C:9](=[CH:10][CH:11]=1)[N:8]=[C:7]([NH:12][CH2:13][C:14]1[CH:19]=[CH:18][CH:17]=[CH:16][C:15]=1[O:20][CH3:21])[CH:6]=[CH:5]2.[NH2:22][C:23]1[N:28]=[CH:27][CH:26]=[CH:25][N:24]=1.[Na].CCSC(N(CC(C)C)CC(C)C)=O. (4) Given the product [CH3:1][O:2][C:3]1[CH:8]=[CH:7][C:6]([NH:9][C:15]([NH:14][CH2:10][C:11]([CH3:13])=[CH2:12])=[S:16])=[CH:5][CH:4]=1, predict the reactants needed to synthesize it. The reactants are: [CH3:1][O:2][C:3]1[CH:8]=[CH:7][C:6]([NH2:9])=[CH:5][CH:4]=1.[CH2:10]([N:14]=[C:15]=[S:16])[C:11](=[CH2:13])[CH3:12]. (5) The reactants are: N[C:2]1[CH:9]=[CH:8][C:5]([C:6]#[N:7])=[C:4]([C:10]([F:13])([F:12])[F:11])[C:3]=1[CH3:14].N([O-])=O.[Na+].[F:19][B-](F)(F)F.[H+]. Given the product [F:19][C:2]1[CH:9]=[CH:8][C:5]([C:6]#[N:7])=[C:4]([C:10]([F:13])([F:12])[F:11])[C:3]=1[CH3:14], predict the reactants needed to synthesize it. (6) Given the product [CH3:1][O:2][C:3](=[O:13])[CH2:4][CH2:5][CH2:6][CH2:7][CH2:8][CH2:9][CH2:10][OH:11], predict the reactants needed to synthesize it. The reactants are: [CH3:1][O:2][C:3](=[O:13])[CH2:4][CH2:5][CH2:6][CH2:7][CH2:8][CH2:9][C:10](O)=[O:11]. (7) Given the product [CH2:17]([O:16][C:13]1[CH:14]=[CH:15][C:10]([C:9]([NH:8][CH2:7][C:6]([OH:25])=[O:5])=[O:24])=[CH:11][CH:12]=1)[C:18]1[CH:19]=[CH:20][CH:21]=[CH:22][CH:23]=1, predict the reactants needed to synthesize it. The reactants are: [Li+].[OH-].C([O:5][C:6](=[O:25])[CH2:7][NH:8][C:9](=[O:24])[C:10]1[CH:15]=[CH:14][C:13]([O:16][CH2:17][C:18]2[CH:23]=[CH:22][CH:21]=[CH:20][CH:19]=2)=[CH:12][CH:11]=1)C. (8) Given the product [C:1]([O:5][C:6](=[O:16])[N:7]([C@H:9]1[CH2:10][CH2:11][C@H:12]([O:15][CH2:21][CH2:20][CH2:19][CH2:18][Br:17])[CH2:13][CH2:14]1)[CH3:8])([CH3:4])([CH3:2])[CH3:3], predict the reactants needed to synthesize it. The reactants are: [C:1]([O:5][C:6](=[O:16])[N:7]([C@H:9]1[CH2:14][CH2:13][C@H:12]([OH:15])[CH2:11][CH2:10]1)[CH3:8])([CH3:4])([CH3:3])[CH3:2].[Br:17][CH2:18][CH2:19][CH2:20][CH2:21]Br.